Dataset: Catalyst prediction with 721,799 reactions and 888 catalyst types from USPTO. Task: Predict which catalyst facilitates the given reaction. (1) Reactant: [NH2:1][C:2]1[CH:7]=[CH:6][C:5]([C:8]2[S:9][C:10]3[CH:16]=[C:15]([CH3:17])[CH:14]=[CH:13][C:11]=3[N:12]=2)=[CH:4][CH:3]=1.[N:18]([O-])=O.[Na+].O.O.[Sn](Cl)Cl.[OH-].[K+]. Product: [CH3:17][C:15]1[CH:14]=[CH:13][C:11]2[N:12]=[C:8]([C:5]3[CH:4]=[CH:3][C:2]([NH:1][NH2:18])=[CH:7][CH:6]=3)[S:9][C:10]=2[CH:16]=1. The catalyst class is: 126. (2) Reactant: [OH:1][C:2]1[CH:11]=[C:10]2[C:5]([C:6](=[O:12])[CH2:7][CH2:8][O:9]2)=[CH:4][CH:3]=1.[C:13]([O-])([O-])=O.[K+].[K+].CI. Product: [CH3:13][O:1][C:2]1[CH:11]=[C:10]2[C:5]([C:6](=[O:12])[CH2:7][CH2:8][O:9]2)=[CH:4][CH:3]=1. The catalyst class is: 7.